This data is from Reaction yield outcomes from USPTO patents with 853,638 reactions. The task is: Predict the reaction yield, written as a fraction of the theoretical maximum amount of product (1.0 means a 100% yield; for example, 0.34 means a 34% yield). (1) The reactants are [F:1][C:2]1[CH:7]=[CH:6][C:5]([N:8]2[CH:12]=[CH:11][N:10]=[CH:9]2)=[CH:4][CH:3]=1.[F-].[Cs+].C1([As](C2C=CC=CC=2)C2C=CC=CC=2)C=CC=CC=1.Br[C:35]1[CH:36]=[CH:37][C:38]2[N:39]([C:41]([C:44]3[CH:49]=[CH:48][C:47]([F:50])=[CH:46][CH:45]=3)=[CH:42][N:43]=2)[CH:40]=1. The catalyst is C([O-])(=O)C.[Pd+2].C([O-])(=O)C.O.CN(C=O)C. The product is [F:50][C:47]1[CH:46]=[CH:45][C:44]([C:41]2[N:39]3[CH:40]=[C:35]([C:12]4[N:8]([C:5]5[CH:4]=[CH:3][C:2]([F:1])=[CH:7][CH:6]=5)[CH:9]=[N:10][CH:11]=4)[CH:36]=[CH:37][C:38]3=[N:43][CH:42]=2)=[CH:49][CH:48]=1. The yield is 0.310. (2) The reactants are [CH3:1][C:2]1[C:7]2[C:8]([CH2:11][N:12]3[C:16]4[CH:17]=[CH:18][CH:19]=[CH:20][C:15]=4[N:14]=[C:13]3[S:21][CH2:22][CH2:23][CH2:24][C:25]([OH:27])=[O:26])=[CH:9][S:10][C:6]=2[CH:5]=[CH:4][CH:3]=1.[S:28](=[O:32])(=[O:31])([OH:30])[OH:29]. The catalyst is C(O)(=O)C. The product is [S:28]([OH:32])([OH:31])(=[O:30])=[O:29].[CH3:1][C:2]1[C:7]2[C:8]([CH2:11][N:12]3[C:16]4[CH:17]=[CH:18][CH:19]=[CH:20][C:15]=4[N:14]=[C:13]3[S:21][CH2:22][CH2:23][CH2:24][C:25]([OH:27])=[O:26])=[CH:9][S:10][C:6]=2[CH:5]=[CH:4][CH:3]=1. The yield is 0.540. (3) The reactants are [OH:1][C:2]1[CH:11]=[CH:10][C:9]2[C:4](=[CH:5][CH:6]=[C:7]([O:12][CH3:13])[CH:8]=2)[CH:3]=1.[C:14](=O)([O-])[O-].[K+].[K+].[F:20][C:21]1[CH:39]=[CH:38][C:24]([C:25]([N:27]2[CH2:30][C:29](CCl)([C:31]([O:33]CC)=[O:32])[CH2:28]2)=[O:26])=[CH:23][CH:22]=1.O. The catalyst is CS(C)=O. The product is [F:20][C:21]1[CH:39]=[CH:38][C:24]([C:25]([N:27]2[CH2:30][C:29]([CH2:13][O:12][C:7]3[CH:6]=[CH:5][C:4]4[C:9](=[CH:10][CH:11]=[C:2]([O:1][CH3:14])[CH:3]=4)[CH:8]=3)([C:31]([OH:33])=[O:32])[CH2:28]2)=[O:26])=[CH:23][CH:22]=1. The yield is 0.770. (4) The yield is 0.800. The reactants are [NH2:1][C@@H:2]([CH2:24][C:25]1[CH:30]=[CH:29][CH:28]=[CH:27][CH:26]=1)[CH2:3][C@H:4]([OH:23])[C@@H:5]([NH:13][C:14]([O:16][CH2:17][C:18]1[O:22][N:21]=[CH:20][CH:19]=1)=[O:15])[CH2:6][C:7]1[CH:12]=[CH:11][CH:10]=[CH:9][CH:8]=1.[CH3:31][N:32]([C:42]([NH:44][C@H:45]([C:49](O)=[O:50])[CH:46]([CH3:48])[CH3:47])=[O:43])[CH2:33][C:34]1[N:35]=[C:36]([CH:39]([CH3:41])[CH3:40])[O:37][CH:38]=1.CO. The catalyst is ClCCl. The product is [CH3:31][N:32]([C:42]([NH:44][C@H:45]([C:49]([NH:1][C@@H:2]([CH2:24][C:25]1[CH:26]=[CH:27][CH:28]=[CH:29][CH:30]=1)[CH2:3][C@H:4]([OH:23])[C@@H:5]([NH:13][C:14]([O:16][CH2:17][C:18]1[O:22][N:21]=[CH:20][CH:19]=1)=[O:15])[CH2:6][C:7]1[CH:8]=[CH:9][CH:10]=[CH:11][CH:12]=1)=[O:50])[CH:46]([CH3:48])[CH3:47])=[O:43])[CH2:33][C:34]1[N:35]=[C:36]([CH:39]([CH3:41])[CH3:40])[O:37][CH:38]=1. (5) The reactants are Br[C:2]1[CH:3]=[C:4]([C:11]([F:14])([F:13])[F:12])[CH:5]=[C:6]2[C:10]=1[NH:9][CH:8]=[CH:7]2.[Li]CCCC.[C:20](=[O:22])=[O:21].O. The catalyst is C1COCC1.CCCCCC. The product is [F:12][C:11]([F:14])([F:13])[C:4]1[CH:5]=[C:6]2[C:10](=[C:2]([C:20]([OH:22])=[O:21])[CH:3]=1)[NH:9][CH:8]=[CH:7]2. The yield is 0.310. (6) The reactants are [NH2:1][C:2]1[S:6][C:5]([NH:7][C:8]2[CH:17]=[CH:16][C:15]3[C:10](=[CH:11][CH:12]=[CH:13][CH:14]=3)[CH:9]=2)=[N:4][C:3]=1[C:18]([O:20][CH2:21][CH3:22])=[O:19].[F:23][C:24]1[CH:32]=[CH:31][C:27]([C:28](Cl)=[O:29])=[CH:26][CH:25]=1. The catalyst is N1C=CC=CC=1.CCOC(C)=O. The product is [F:23][C:24]1[CH:32]=[CH:31][C:27]([C:28]([NH:1][C:2]2[S:6][C:5]([NH:7][C:8]3[CH:17]=[CH:16][C:15]4[C:10](=[CH:11][CH:12]=[CH:13][CH:14]=4)[CH:9]=3)=[N:4][C:3]=2[C:18]([O:20][CH2:21][CH3:22])=[O:19])=[O:29])=[CH:26][CH:25]=1. The yield is 0.590. (7) The reactants are [Br:1][C:2]1[CH:16]=[C:15](/[CH:17]=[CH:18]/[CH:19]([C:24]2[CH:29]=[C:28]([Cl:30])[C:27]([Cl:31])=[C:26]([Cl:32])[CH:25]=2)[C:20]([F:23])([F:22])[F:21])[CH:14]=[CH:13][C:3]=1[C:4]([NH:6][CH:7]1[CH2:12][CH2:11][NH:10][CH2:9][CH2:8]1)=[O:5].[C:33](Cl)(=[O:35])[CH3:34]. The catalyst is C(Cl)Cl. The product is [C:33]([N:10]1[CH2:11][CH2:12][CH:7]([NH:6][C:4](=[O:5])[C:3]2[CH:13]=[CH:14][C:15](/[CH:17]=[CH:18]/[CH:19]([C:24]3[CH:25]=[C:26]([Cl:32])[C:27]([Cl:31])=[C:28]([Cl:30])[CH:29]=3)[C:20]([F:23])([F:21])[F:22])=[CH:16][C:2]=2[Br:1])[CH2:8][CH2:9]1)(=[O:35])[CH3:34]. The yield is 0.500.